This data is from Reaction yield outcomes from USPTO patents with 853,638 reactions. The task is: Predict the reaction yield, written as a fraction of the theoretical maximum amount of product (1.0 means a 100% yield; for example, 0.34 means a 34% yield). (1) The reactants are [Cl:1][C:2]1[N:7]=[C:6]([CH2:8][C:9]([C:11]2[CH:16]=[CH:15][C:14]([F:17])=[CH:13][CH:12]=2)=O)[CH:5]=[CH:4][CH:3]=1.Cl.[NH2:19][OH:20].[OH-].[Na+]. The catalyst is CO. The product is [Cl:1][C:2]1[N:7]=[C:6]([CH2:8][C:9]([C:11]2[CH:16]=[CH:15][C:14]([F:17])=[CH:13][CH:12]=2)=[N:19][OH:20])[CH:5]=[CH:4][CH:3]=1. The yield is 0.860. (2) The reactants are [C:1]([O:5][C:6]([N:8]1[CH2:12][CH2:11][CH2:10][CH:9]1[C:13]([OH:15])=[O:14])=[O:7])([CH3:4])([CH3:3])[CH3:2].C(N(CC)CC)C.Br[CH2:24][C:25]([C:27]1[CH:36]=[CH:35][C:34]2[C:29](=[CH:30][CH:31]=[C:32]([Br:37])[CH:33]=2)[CH:28]=1)=[O:26]. The catalyst is C(#N)C. The product is [C:1]([O:5][C:6]([N:8]1[CH2:12][CH2:11][CH2:10][CH:9]1[C:13]([O:15][CH2:24][C:25]([C:27]1[CH:36]=[CH:35][C:34]2[C:29](=[CH:30][CH:31]=[C:32]([Br:37])[CH:33]=2)[CH:28]=1)=[O:26])=[O:14])=[O:7])([CH3:4])([CH3:2])[CH3:3]. The yield is 0.840. (3) The reactants are [Mg].Br[C:3]1[CH:4]=[C:5]([F:11])[C:6]([F:10])=[C:7]([F:9])[CH:8]=1.[CH:12]12[O:17][CH:16]1[CH2:15][CH2:14][CH2:13]2. The catalyst is C1COCC1.[Cu]I. The product is [F:9][C:7]1[CH:8]=[C:3]([C@H:15]2[CH2:14][CH2:13][CH2:12][C@@H:16]2[OH:17])[CH:4]=[C:5]([F:11])[C:6]=1[F:10]. The yield is 0.790. (4) The reactants are [CH2:1]([O:8][C:9]1[CH:14]=[CH:13][C:12]([C:15](=[O:31])[CH:16]([N:18]2[CH2:23][CH2:22][C:21]([OH:30])([C:24]3[CH:29]=[CH:28][CH:27]=[CH:26][CH:25]=3)[CH2:20][CH2:19]2)[CH3:17])=[CH:11][CH:10]=1)[C:2]1[CH:7]=[CH:6][CH:5]=[CH:4][CH:3]=1.[C:32]([C@:40]([C:55]([OH:57])=[O:56])([OH:54])[C@:41]([C:46](=[O:53])[C:47]1[CH:52]=[CH:51][CH:50]=[CH:49][CH:48]=1)([OH:45])[C:42]([OH:44])=[O:43])(=[O:39])[C:33]1[CH:38]=[CH:37][CH:36]=[CH:35][CH:34]=1. The catalyst is CC(C)=O. The product is [C:46]([C@:41]([C:42]([OH:44])=[O:43])([OH:45])[C@:40]([C:32](=[O:39])[C:33]1[CH:38]=[CH:37][CH:36]=[CH:35][CH:34]=1)([OH:54])[C:55]([OH:57])=[O:56])(=[O:53])[C:47]1[CH:52]=[CH:51][CH:50]=[CH:49][CH:48]=1.[CH2:1]([O:8][C:9]1[CH:14]=[CH:13][C:12]([C:15](=[O:31])[C@@H:16]([N:18]2[CH2:23][CH2:22][C:21]([OH:30])([C:24]3[CH:29]=[CH:28][CH:27]=[CH:26][CH:25]=3)[CH2:20][CH2:19]2)[CH3:17])=[CH:11][CH:10]=1)[C:2]1[CH:3]=[CH:4][CH:5]=[CH:6][CH:7]=1. The yield is 0.840. (5) The reactants are [CH3:1][O:2][C:3]1[CH:4]=[C:5]2[C:10](=[CH:11][C:12]=1[O:13][CH3:14])[N:9]=[CH:8][CH:7]=[C:6]2[O:15][C:16]1[C:22]([CH3:23])=[CH:21][C:19]([NH2:20])=[C:18]([CH3:24])[CH:17]=1.C(N(CC)CC)C.[C:32](Cl)(Cl)=[S:33].[NH2:36][CH2:37][CH2:38][CH2:39][N:40]1[CH2:45][CH2:44][N:43]([CH3:46])[CH2:42][CH2:41]1. The catalyst is CN(C)C=O.C(OCC)(=O)C. The product is [CH3:1][O:2][C:3]1[CH:4]=[C:5]2[C:10](=[CH:11][C:12]=1[O:13][CH3:14])[N:9]=[CH:8][CH:7]=[C:6]2[O:15][C:16]1[C:22]([CH3:23])=[CH:21][C:19]([NH:20][C:32]([NH:36][CH2:37][CH2:38][CH2:39][N:40]2[CH2:41][CH2:42][N:43]([CH3:46])[CH2:44][CH2:45]2)=[S:33])=[C:18]([CH3:24])[CH:17]=1. The yield is 0.240. (6) The reactants are [CH3:1][N:2]1[C:10]2[C:5](=[CH:6][CH:7]=[CH:8][CH:9]=2)[C:4]([C:11]2[O:12][C:13]([C:16]3[CH:17]=[C:18]4[C:23](=[CH:24][CH:25]=3)[CH:22]=[C:21]([OH:26])[CH:20]=[CH:19]4)=[CH:14][N:15]=2)=[CH:3]1.Br[CH2:28][C:29]([O:31][CH3:32])=[O:30].C(=O)([O-])[O-].[Cs+].[Cs+]. The catalyst is CC(C)=O. The product is [CH3:1][N:2]1[C:10]2[C:5](=[CH:6][CH:7]=[CH:8][CH:9]=2)[C:4]([C:11]2[O:12][C:13]([C:16]3[CH:17]=[C:18]4[C:23](=[CH:24][CH:25]=3)[CH:22]=[C:21]([O:26][CH2:28][C:29]([O:31][CH3:32])=[O:30])[CH:20]=[CH:19]4)=[CH:14][N:15]=2)=[CH:3]1. The yield is 0.900.